This data is from Full USPTO retrosynthesis dataset with 1.9M reactions from patents (1976-2016). The task is: Predict the reactants needed to synthesize the given product. Given the product [C:1]([NH:4][C:5]1[N:6]=[CH:7][CH:8]=[C:9]2[C:13]([C:14]([C:16]3[C:17]([Cl:26])=[CH:18][C:19]([C:20]([NH:27][CH2:28][CH2:29][O:30][CH2:31][CH2:32][OH:33])=[O:22])=[CH:23][C:24]=3[Cl:25])=[O:15])=[CH:12][NH:11][C:10]=12)(=[O:3])[CH3:2], predict the reactants needed to synthesize it. The reactants are: [C:1]([NH:4][C:5]1[N:6]=[CH:7][CH:8]=[C:9]2[C:13]([C:14]([C:16]3[C:24]([Cl:25])=[CH:23][C:19]([C:20]([OH:22])=O)=[CH:18][C:17]=3[Cl:26])=[O:15])=[CH:12][NH:11][C:10]=12)(=[O:3])[CH3:2].[NH2:27][CH2:28][CH2:29][O:30][CH2:31][CH2:32][OH:33].C(N=C=NCCCN(C)C)C.ON1C2C=CC=CC=2N=N1.